Dataset: Retrosynthesis with 50K atom-mapped reactions and 10 reaction types from USPTO. Task: Predict the reactants needed to synthesize the given product. Given the product OCc1cc(-c2ccccc2)n(Cc2ccccc2)c1Cl, predict the reactants needed to synthesize it. The reactants are: COC(=O)c1cc(-c2ccccc2)n(Cc2ccccc2)c1Cl.